Regression. Given a peptide amino acid sequence and an MHC pseudo amino acid sequence, predict their binding affinity value. This is MHC class II binding data. From a dataset of Peptide-MHC class II binding affinity with 134,281 pairs from IEDB. (1) The peptide sequence is PTRVVNWEVIIMDEA. The MHC is HLA-DQA10201-DQB10402 with pseudo-sequence HLA-DQA10201-DQB10402. The binding affinity (normalized) is 0.411. (2) The MHC is DRB1_0101 with pseudo-sequence DRB1_0101. The binding affinity (normalized) is 0.521. The peptide sequence is LNWITKVIMGAVLIW. (3) The MHC is DRB3_0202 with pseudo-sequence DRB3_0202. The peptide sequence is IHRIRTLIGQEKYTDHHHHHH. The binding affinity (normalized) is 0. (4) The peptide sequence is SIRAANVMAASLRKA. The MHC is HLA-DQA10201-DQB10402 with pseudo-sequence HLA-DQA10201-DQB10402. The binding affinity (normalized) is 0.560. (5) The peptide sequence is RETQISKTNTQTYR. The MHC is DRB5_0101 with pseudo-sequence DRB5_0101. The binding affinity (normalized) is 0.0285. (6) The peptide sequence is LGSQEGAMHTALTGA. The MHC is DRB1_0701 with pseudo-sequence DRB1_0701. The binding affinity (normalized) is 0.284. (7) The peptide sequence is DVKFPGGGQIHGGVY. The MHC is HLA-DQA10501-DQB10301 with pseudo-sequence HLA-DQA10501-DQB10301. The binding affinity (normalized) is 0.646. (8) The peptide sequence is NLTNLLSARKLDSSK. The MHC is DRB5_0101 with pseudo-sequence DRB5_0101. The binding affinity (normalized) is 0.792. (9) The peptide sequence is MLWHAMPPELNTARL. The MHC is DRB1_0101 with pseudo-sequence DRB1_0101. The binding affinity (normalized) is 0.786.